From a dataset of Forward reaction prediction with 1.9M reactions from USPTO patents (1976-2016). Predict the product of the given reaction. Given the reactants C1C=NC2N(O)N=NC=2C=1.C1CCN2C(=NCCC2)CC1.C(Cl)CCl.[C:26]([C:28]1[CH:29]=[C:30]([CH:43]=[CH:44][CH:45]=1)[CH2:31][C:32]1[CH:42]=[CH:41][CH:40]=[CH:39][C:33]=1[C@@H:34]([OH:38])[C:35]([OH:37])=O)#[N:27].[CH3:46][C:47]1[CH:54]=[CH:53][C:50]([CH2:51][NH2:52])=[CH:49][CH:48]=1, predict the reaction product. The product is: [C:26]([C:28]1[CH:29]=[C:30]([CH:43]=[CH:44][CH:45]=1)[CH2:31][C:32]1[CH:42]=[CH:41][CH:40]=[CH:39][C:33]=1[C@@H:34]([OH:38])[C:35]([NH:52][CH2:51][C:50]1[CH:53]=[CH:54][C:47]([CH3:46])=[CH:48][CH:49]=1)=[O:37])#[N:27].